This data is from Full USPTO retrosynthesis dataset with 1.9M reactions from patents (1976-2016). The task is: Predict the reactants needed to synthesize the given product. (1) Given the product [Cl:41][C:42]1[CH:43]=[C:44]2[C:48](=[CH:49][CH:50]=1)[C:47](=[O:51])[C:46]([OH:27])([C:52]([O:54][CH3:55])=[O:53])[CH2:45]2, predict the reactants needed to synthesize it. The reactants are: C1([C@H](NCC2C=CC=C(C(C)(C)C)C=2O)[C@@H](NCC2C=CC=C(C(C)(C)C)C=2[OH:27])C2C=CC=CC=2)C=CC=CC=1.[Cl:41][C:42]1[CH:43]=[C:44]2[C:48](=[CH:49][CH:50]=1)[C:47](=[O:51])[CH:46]([C:52]([O:54][CH3:55])=[O:53])[CH2:45]2.C(OO)(C)(C)C. (2) Given the product [NH2:20][C@@H:16]1[C:15]2[CH:28]=[C:11]([CH:12]=[CH:13][CH:14]=2)[C:10]2[N:9]=[CH:8][CH:7]=[CH:6][C:5]=2[NH:4][C:3](=[O:29])[C@H:2]([CH3:1])[CH2:19][CH2:18][CH2:17]1, predict the reactants needed to synthesize it. The reactants are: [CH3:1][C@@H:2]1[CH2:19][CH2:18][CH2:17][C@H:16]([NH:20]C(=O)OC(C)(C)C)[C:15]2[CH:28]=[C:11]([CH:12]=[CH:13][CH:14]=2)[C:10]2[N:9]=[CH:8][CH:7]=[CH:6][C:5]=2[NH:4][C:3]1=[O:29]. (3) The reactants are: [N:1]1[CH:6]=[CH:5][CH:4]=[CH:3][C:2]=1[C:7]([CH:9]=O)=O.C(=O)(O)O.[NH2:15][NH:16][C:17]([NH2:19])=[NH:18]. Given the product [N:1]1[CH:6]=[CH:5][CH:4]=[CH:3][C:2]=1[C:7]1[N:18]=[C:17]([NH2:19])[N:16]=[N:15][CH:9]=1, predict the reactants needed to synthesize it.